From a dataset of Catalyst prediction with 721,799 reactions and 888 catalyst types from USPTO. Predict which catalyst facilitates the given reaction. (1) Reactant: Cl.[NH2:2][C:3]1[CH:12]=[C:11]([C:13]2[C:22]3[C:17](=[CH:18][C:19]([O:28][CH2:29][CH3:30])=[C:20]4[O:25][C:24]([CH3:27])([CH3:26])[CH2:23][C:21]4=3)[CH2:16][C:15]([CH3:32])([CH3:31])[N:14]=2)[CH:10]=[CH:9][C:4]=1[C:5]([O:7][CH3:8])=[O:6].C(N(CC)CC)C.[N:40]([CH2:43][C:44]([O:46][CH2:47][CH3:48])=[O:45])=[C:41]=[O:42].O. Product: [CH2:47]([O:46][C:44](=[O:45])[CH2:43][NH:40][C:41]([NH:2][C:3]1[CH:12]=[C:11]([C:13]2[C:22]3[C:17](=[CH:18][C:19]([O:28][CH2:29][CH3:30])=[C:20]4[O:25][C:24]([CH3:27])([CH3:26])[CH2:23][C:21]4=3)[CH2:16][C:15]([CH3:31])([CH3:32])[N:14]=2)[CH:10]=[CH:9][C:4]=1[C:5]([O:7][CH3:8])=[O:6])=[O:42])[CH3:48]. The catalyst class is: 7. (2) Reactant: O=[C:2]([C:19]1[CH:24]=[CH:23][CH:22]=[CH:21][CH:20]=1)[CH2:3][C:4]([CH:6]1[CH2:11][CH2:10][N:9]([C:12]([O:14][C:15]([CH3:18])([CH3:17])[CH3:16])=[O:13])[CH2:8][CH2:7]1)=O.O.[NH2:26][NH2:27].C(O)C. Product: [C:19]1([C:2]2[CH:3]=[C:4]([CH:6]3[CH2:11][CH2:10][N:9]([C:12]([O:14][C:15]([CH3:18])([CH3:17])[CH3:16])=[O:13])[CH2:8][CH2:7]3)[NH:27][N:26]=2)[CH:24]=[CH:23][CH:22]=[CH:21][CH:20]=1. The catalyst class is: 1. (3) Reactant: [F:1][C:2]1[CH:18]=[C:17]([F:19])[CH:16]=[CH:15][C:3]=1[O:4][C:5]1[N:10]=[C:9]2[NH:11][N:12]=[C:13]([NH2:14])[C:8]2=[CH:7][N:6]=1.N1C=CC=[CH:22][CH:21]=1.[CH:26]1([C:29](Cl)=[O:30])[CH2:28][CH2:27]1. Product: [F:1][C:2]1[CH:18]=[C:17]([F:19])[CH:16]=[CH:15][C:3]=1[O:4][C:5]1[N:10]=[C:9]2[NH:11][N:12]=[C:13]([NH:14][C:29]([CH:26]3[CH2:28][CH2:27][CH2:22][CH2:21]3)=[O:30])[C:8]2=[CH:7][N:6]=1. The catalyst class is: 12. (4) Reactant: [Cl:1][C:2]1[C:7]([C:8]2[C:19](=[O:20])[NH:18][C:11]3[N:12]=[C:13]([S:16][CH3:17])[N:14]=[CH:15][C:10]=3[CH:9]=2)=[C:6]([Cl:21])[CH:5]=[CH:4][C:3]=1[NH:22][C:23](=[O:34])[C:24]1[CH:29]=[CH:28][CH:27]=[C:26]([C:30]([F:33])([F:32])[F:31])[CH:25]=1.[H-].[Na+].I[CH3:38]. Product: [Cl:1][C:2]1[C:7]([C:8]2[C:19](=[O:20])[N:18]([CH3:38])[C:11]3[N:12]=[C:13]([S:16][CH3:17])[N:14]=[CH:15][C:10]=3[CH:9]=2)=[C:6]([Cl:21])[CH:5]=[CH:4][C:3]=1[NH:22][C:23](=[O:34])[C:24]1[CH:29]=[CH:28][CH:27]=[C:26]([C:30]([F:32])([F:33])[F:31])[CH:25]=1. The catalyst class is: 3. (5) Reactant: [Br:1][C:2]1[CH:3]=[CH:4][C:5]([CH3:8])=[N:6][CH:7]=1.ClC1C=CC=C(C(OO)=[O:17])C=1. Product: [Br:1][C:2]1[CH:3]=[CH:4][C:5]([CH3:8])=[N+:6]([O-:17])[CH:7]=1. The catalyst class is: 10. (6) Reactant: Cl.O.C[O:4][CH:5]=[CH:6][C:7]1[C:12]([CH3:13])=[CH:11][CH:10]=[CH:9][C:8]=1[CH3:14]. Product: [CH3:14][C:8]1[CH:9]=[CH:10][CH:11]=[C:12]([CH3:13])[C:7]=1[CH2:6][CH:5]=[O:4]. The catalyst class is: 12.